This data is from Reaction yield outcomes from USPTO patents with 853,638 reactions. The task is: Predict the reaction yield, written as a fraction of the theoretical maximum amount of product (1.0 means a 100% yield; for example, 0.34 means a 34% yield). (1) The reactants are [Si]([O:8][CH2:9][C:10]1[CH:11]=[C:12]([NH:16][C:17]([NH:19][C:20]2[C:25]([CH3:26])=[CH:24][C:23]([CH3:27])=[CH:22][C:21]=2[CH3:28])=[S:18])[CH:13]=[CH:14][CH:15]=1)(C(C)(C)C)(C)C. The catalyst is C(O)C.Cl.O. The product is [OH:8][CH2:9][C:10]1[CH:11]=[C:12]([NH:16][C:17]([NH:19][C:20]2[C:25]([CH3:26])=[CH:24][C:23]([CH3:27])=[CH:22][C:21]=2[CH3:28])=[S:18])[CH:13]=[CH:14][CH:15]=1. The yield is 0.860. (2) The reactants are [N+:1]([CH2:3][S:4]([C:7]1[CH:12]=[CH:11][C:10](C)=[CH:9][CH:8]=1)(=[O:6])=[O:5])#[C-:2].C([O-])([O-])=O.[K+].[K+].Br[CH2:21][CH:22]1[CH2:27][CH2:26][CH2:25][CH2:24][CH2:23]1. The catalyst is CN(C=O)C.[I-].C([N+](CCCC)(CCCC)CCCC)CCC. The product is [CH:22]1([CH2:21][CH:3]([S:4]([C:7]2[CH:8]=[CH:9][CH:10]=[CH:11][CH:12]=2)(=[O:5])=[O:6])[N+:1]#[C-:2])[CH2:27][CH2:26][CH2:25][CH2:24][CH2:23]1. The yield is 0.100. (3) The product is [CH:23]1([C@H:20]([O:21][CH3:22])[C:11]2[CH:12]=[CH:13][C:14]([C:16]([F:19])([F:18])[F:17])=[CH:15][C:10]=2[CH2:9][OH:8])[CH2:24][CH2:25][CH2:26][CH2:27][CH2:28]1. The catalyst is C1COCC1. The reactants are C([Si]([O:8][CH2:9][C:10]1[CH:15]=[C:14]([C:16]([F:19])([F:18])[F:17])[CH:13]=[CH:12][C:11]=1[C@H:20]([CH:23]1[CH2:28][CH2:27][CH2:26][CH2:25][CH2:24]1)[O:21][CH3:22])(C)C)(C)(C)C.[F-].C([N+](CCCC)(CCCC)CCCC)CCC. The yield is 0.730.